From a dataset of Forward reaction prediction with 1.9M reactions from USPTO patents (1976-2016). Predict the product of the given reaction. (1) Given the reactants I[C:2]1[C:6]([C:7]2[CH:12]=[CH:11][N:10]=[C:9]([NH:13][CH2:14][C@@H:15]([OH:17])[CH3:16])[N:8]=2)=[CH:5][N:4]([CH:18]([CH3:20])[CH3:19])[N:3]=1.[CH3:21][NH:22][C:23]1[C:28]([CH3:29])=[CH:27][C:26](B2OC(C)(C)C(C)(C)O2)=[CH:25][N:24]=1.C([O-])([O-])=O.[Na+].[Na+], predict the reaction product. The product is: [CH:18]([N:4]1[CH:5]=[C:6]([C:7]2[CH:12]=[CH:11][N:10]=[C:9]([NH:13][CH2:14][C@@H:15]([OH:17])[CH3:16])[N:8]=2)[C:2]([C:26]2[CH:25]=[N:24][C:23]([NH:22][CH3:21])=[C:28]([CH3:29])[CH:27]=2)=[N:3]1)([CH3:20])[CH3:19]. (2) Given the reactants N[C:2]1[C:3]([Cl:19])=[CH:4][C:5]([F:18])=[C:6]([N:8]2[C:12](=[O:13])[N:11]([CH:14]([F:16])[F:15])[C:10]([CH3:17])=[N:9]2)[CH:7]=1.[ClH:20].[C:21]([OH:25])(=[O:24])[CH:22]=[CH2:23].[Cl-].[K+].N([O-])=O.[Na+], predict the reaction product. The product is: [Cl:20][CH:22]([CH2:23][C:2]1[CH:7]=[C:6]([N:8]2[C:12](=[O:13])[N:11]([CH:14]([F:16])[F:15])[C:10]([CH3:17])=[N:9]2)[C:5]([F:18])=[CH:4][C:3]=1[Cl:19])[C:21]([OH:25])=[O:24]. (3) Given the reactants [CH2:1]([N:3]([CH2:21][CH3:22])[CH2:4][CH2:5][O:6][C:7]1[CH:12]=[C:11]([C:13]#[N:14])[N:10]=[C:9]([C:15]2[CH:20]=[CH:19][CH:18]=[CH:17][N:16]=2)[CH:8]=1)[CH3:2].C([O-])=O.[NH4+].C(O)C, predict the reaction product. The product is: [NH2:14][CH2:13][C:11]1[N:10]=[C:9]([C:15]2[CH:20]=[CH:19][CH:18]=[CH:17][N:16]=2)[CH:8]=[C:7]([O:6][CH2:5][CH2:4][N:3]([CH2:21][CH3:22])[CH2:1][CH3:2])[CH:12]=1. (4) Given the reactants C([O:4][C:5]1[CH:12]=[C:11]([O:13][CH3:14])[CH:10]=[CH:9][C:6]=1[CH:7]=[O:8])C=C.[CH3:15][C:16](OC)(C)[CH3:17], predict the reaction product. The product is: [CH2:17]([C:12]1[C:5]([OH:4])=[C:6]([CH:9]=[CH:10][C:11]=1[O:13][CH3:14])[CH:7]=[O:8])[CH:16]=[CH2:15].